Dataset: Forward reaction prediction with 1.9M reactions from USPTO patents (1976-2016). Task: Predict the product of the given reaction. (1) Given the reactants ClC1C=CC([C@@H]2CCN(C(OC(C)(C)C)=O)C[C@H]2C(OC)=O)=CC=1.[C:25]1([CH3:48])[CH:30]=[CH:29][C:28]([C@@H:31]2[CH2:36][CH2:35][N:34]([C:37]([O:39][C:40]([CH3:43])([CH3:42])[CH3:41])=[O:38])[CH2:33][C@H:32]2[C:44](OC)=[O:45])=[CH:27][CH:26]=1, predict the reaction product. The product is: [OH:45][CH2:44][C@H:32]1[C@H:31]([C:28]2[CH:29]=[CH:30][C:25]([CH3:48])=[CH:26][CH:27]=2)[CH2:36][CH2:35][N:34]([C:37]([O:39][C:40]([CH3:43])([CH3:42])[CH3:41])=[O:38])[CH2:33]1. (2) The product is: [CH3:17][C:16]([NH:15][CH2:14][CH2:13][C:10]1[C:11]2[CH:12]=[C:3]([O:2][CH3:1])[CH:4]=[CH:5][C:6]=2[CH:7]=[CH:8][CH:9]=1)=[O:18]. Given the reactants [CH3:1][O:2][C:3]1[CH:12]=[C:11]2[C:6]([CH:7]=[CH:8][CH:9]=[C:10]2[CH2:13][CH2:14][NH2:15])=[CH:5][CH:4]=1.[C:16](OC(=O)C)(=[O:18])[CH3:17].C(Cl)(=O)C, predict the reaction product.